Dataset: Full USPTO retrosynthesis dataset with 1.9M reactions from patents (1976-2016). Task: Predict the reactants needed to synthesize the given product. (1) Given the product [CH2:22]([O:29][CH2:30][CH2:31][O:32][CH2:33][C:34]1[CH:39]=[CH:38][CH:37]=[C:36]([CH2:40][CH2:41][Br:1])[CH:35]=1)[C:23]1[CH:28]=[CH:27][CH:26]=[CH:25][CH:24]=1, predict the reactants needed to synthesize it. The reactants are: [Br-:1].[Br-].C1(P(C2C=CC=CC=2)C2C=CC=CC=2)C=CC=CC=1.[CH2:22]([O:29][CH2:30][CH2:31][O:32][CH2:33][C:34]1[CH:35]=[C:36]([CH2:40][CH2:41]OC2CCCCO2)[CH:37]=[CH:38][CH:39]=1)[C:23]1[CH:28]=[CH:27][CH:26]=[CH:25][CH:24]=1. (2) Given the product [C:11]([C:15]1[CH:16]=[CH:17][C:18]([O:21][C:2]2[CH:7]=[CH:6][C:5]([N+:8]([O-:10])=[O:9])=[CH:4][N:3]=2)=[CH:19][CH:20]=1)([CH3:14])([CH3:12])[CH3:13], predict the reactants needed to synthesize it. The reactants are: Cl[C:2]1[CH:7]=[CH:6][C:5]([N+:8]([O-:10])=[O:9])=[CH:4][N:3]=1.[C:11]([C:15]1[CH:20]=[CH:19][C:18]([OH:21])=[CH:17][CH:16]=1)([CH3:14])([CH3:13])[CH3:12].CN(C=O)C.